Dataset: NCI-60 drug combinations with 297,098 pairs across 59 cell lines. Task: Regression. Given two drug SMILES strings and cell line genomic features, predict the synergy score measuring deviation from expected non-interaction effect. Drug 1: CC1=C(C(CCC1)(C)C)C=CC(=CC=CC(=CC(=O)O)C)C. Drug 2: CCC1=C2CN3C(=CC4=C(C3=O)COC(=O)C4(CC)O)C2=NC5=C1C=C(C=C5)O. Cell line: ACHN. Synergy scores: CSS=51.0, Synergy_ZIP=3.01, Synergy_Bliss=5.33, Synergy_Loewe=-48.3, Synergy_HSA=6.12.